Dataset: Experimentally validated miRNA-target interactions with 360,000+ pairs, plus equal number of negative samples. Task: Binary Classification. Given a miRNA mature sequence and a target amino acid sequence, predict their likelihood of interaction. The miRNA is hsa-miR-5701 with sequence UUAUUGUCACGUUCUGAUU. The protein sequence of the target gene is MDGGQPVPSPLVPLGNGSDYSMSLEQKTTFVFVILLFIFLGILIVRCFRILLDPYRSMPTSTWADGLEGLEKGQFDHALA. Result: 0 (no interaction).